This data is from Forward reaction prediction with 1.9M reactions from USPTO patents (1976-2016). The task is: Predict the product of the given reaction. (1) Given the reactants Cl.[C:2]1([C:8]2[CH:13]=[C:12]([CH3:14])[CH:11]=[CH:10][N:9]=2)[CH:7]=[CH:6][CH:5]=[CH:4][CH:3]=1.[CH3:15][O:16][C:17]1[CH:24]=[CH:23][C:22]([O:25][CH3:26])=[CH:21][C:18]=1[CH:19]=O.CC([O-])(C)C.[K+], predict the reaction product. The product is: [C:2]1([C:8]2[CH:13]=[C:12]([CH:14]=[CH:19][C:18]3[CH:21]=[C:22]([O:25][CH3:26])[CH:23]=[CH:24][C:17]=3[O:16][CH3:15])[CH:11]=[CH:10][N:9]=2)[CH:7]=[CH:6][CH:5]=[CH:4][CH:3]=1. (2) Given the reactants [CH:1]([N:3]1[CH2:7][CH2:6][CH2:5][C:4]1=[O:8])=[CH2:2].[C:9]([O:12][CH:13]=[CH2:14])(=[O:11])[CH3:10].C(CC(C)(C)C(O[O-])=O)(C)(C)C.O, predict the reaction product. The product is: [CH:1]([N:3]1[CH2:7][CH2:6][CH2:5][C:4]1=[O:8])=[CH2:2].[C:9]([O:12][CH:13]=[CH2:14])(=[O:11])[CH3:10]. (3) The product is: [Br:18][C:14]1[CH:15]=[C:10]([C:8]2[O:9][C:5]3[CH:4]=[CH:3][C:2]([CH3:1])=[CH:17][C:6]=3[N:7]=2)[CH:11]=[CH:12][C:13]=1[NH2:16]. Given the reactants [CH3:1][C:2]1[CH:3]=[CH:4][C:5]2[O:9][C:8]([C:10]3[CH:15]=[CH:14][C:13]([NH2:16])=[CH:12][CH:11]=3)=[N:7][C:6]=2[CH:17]=1.[Br:18]Br, predict the reaction product. (4) Given the reactants [OH-].[NH4+:2].Cl[C:4]1[C:9]([S:10](Cl)(=[O:12])=[O:11])=[CH:8][CH:7]=[CH:6][N:5]=1.[NH3:14], predict the reaction product. The product is: [NH2:2][C:4]1[C:9]([S:10]([NH2:14])(=[O:12])=[O:11])=[CH:8][CH:7]=[CH:6][N:5]=1. (5) The product is: [NH2:3][C:6]1[CH:11]=[C:10]([C:12]2[O:16][CH:15]=[N:14][CH:13]=2)[N:9]=[C:8]([Cl:17])[C:7]=1[Cl:18]. Given the reactants [BH4-].[Na+].[N:3]([C:6]1[CH:11]=[C:10]([C:12]2[O:16][CH:15]=[N:14][CH:13]=2)[N:9]=[C:8]([Cl:17])[C:7]=1[Cl:18])=[N+]=[N-], predict the reaction product. (6) Given the reactants Br[C:2]1[CH:3]=[N:4][CH:5]=[C:6]([CH2:8][N:9]2[CH2:14][CH2:13][CH:12]([CH3:15])[CH2:11][CH2:10]2)[CH:7]=1.B1(B2OC(C)(C)C(C)(C)O2)OC(C)(C)C(C)(C)O1.CC([O-])=O.[K+].Br[C:40]1[CH:41]=[C:42]2[C:46](=[CH:47][CH:48]=1)[N:45]([CH:49]1[CH2:54][CH2:53][CH2:52][CH2:51][O:50]1)[N:44]=[C:43]2[C:55]([NH:57][C:58]1[CH:63]=[N:62][CH:61]=[CH:60][N:59]=1)=[O:56].[O-]P([O-])([O-])=O.[K+].[K+].[K+], predict the reaction product. The product is: [CH3:15][CH:12]1[CH2:13][CH2:14][N:9]([CH2:8][C:6]2[CH:7]=[C:2]([C:40]3[CH:41]=[C:42]4[C:46](=[CH:47][CH:48]=3)[N:45]([CH:49]3[CH2:54][CH2:53][CH2:52][CH2:51][O:50]3)[N:44]=[C:43]4[C:55]([NH:57][C:58]3[CH:63]=[N:62][CH:61]=[CH:60][N:59]=3)=[O:56])[CH:3]=[N:4][CH:5]=2)[CH2:10][CH2:11]1.